This data is from Forward reaction prediction with 1.9M reactions from USPTO patents (1976-2016). The task is: Predict the product of the given reaction. (1) Given the reactants Br[C:2]1[CH:11]=[CH:10][C:9]2[C:4](=[CH:5][CH:6]=[C:7]([Br:12])[CH:8]=2)[CH:3]=1.[F:13][C:14]1[CH:19]=[C:18]([F:20])[CH:17]=[CH:16][C:15]=1B(O)O.C(=O)([O-])[O-].[Na+].[Na+].C1(C)C=CC=CC=1P(C1C=CC=CC=1C)C1C=CC=CC=1C, predict the reaction product. The product is: [Br:12][C:7]1[CH:6]=[CH:5][C:4]2[C:9](=[CH:10][CH:11]=[C:2]([C:17]3[CH:16]=[CH:15][C:14]([F:13])=[CH:19][C:18]=3[F:20])[CH:3]=2)[CH:8]=1. (2) Given the reactants C(O[C:6]([C:8]1[N:9]=[C:10]([Cl:19])[C:11]2[C:16]([C:17]=1[OH:18])=[CH:15][CH:14]=[CH:13][CH:12]=2)=[O:7])CCC.[NH2:20][CH2:21][CH2:22][NH:23][C:24](=[O:26])[CH3:25], predict the reaction product. The product is: [C:24]([NH:23][CH2:22][CH2:21][NH:20][C:6]([C:8]1[N:9]=[C:10]([Cl:19])[C:11]2[C:16]([C:17]=1[OH:18])=[CH:15][CH:14]=[CH:13][CH:12]=2)=[O:7])(=[O:26])[CH3:25]. (3) Given the reactants [F:1][C:2]([F:25])([F:24])[C:3]1[CH:4]=[C:5]([NH:13][C:14](=[O:23])[C:15]2[CH:20]=[C:19]([Cl:21])[CH:18]=[CH:17][C:16]=2[OH:22])[CH:6]=[C:7]([C:9]([F:12])([F:11])[F:10])[CH:8]=1.N1C=CC=CC=1.[C:32](Cl)(=[O:34])[CH3:33], predict the reaction product. The product is: [C:32]([O:22][C:16]1[CH:17]=[CH:18][C:19]([Cl:21])=[CH:20][C:15]=1[C:14]([NH:13][C:5]1[CH:6]=[C:7]([C:9]([F:10])([F:11])[F:12])[CH:8]=[C:3]([C:2]([F:1])([F:24])[F:25])[CH:4]=1)=[O:23])(=[O:34])[CH3:33]. (4) Given the reactants [OH:1][C:2]1[CH:7]=[CH:6][C:5]([CH2:8][C:9]([CH3:16])([CH3:15])[CH2:10][C:11]([O:13][CH3:14])=[O:12])=[CH:4][CH:3]=1.O[CH2:18][CH2:19][C:20]1[N:25]=[C:24]([NH:26][C:27](=[O:33])[O:28][C:29]([CH3:32])([CH3:31])[CH3:30])[CH:23]=[CH:22][CH:21]=1.C1(P(C2C=CC=CC=2)C2C=CC=CC=2)C=CC=CC=1.N(C(OC(C)C)=O)=NC(OC(C)C)=O, predict the reaction product. The product is: [C:29]([O:28][C:27]([NH:26][C:24]1[N:25]=[C:20]([CH2:19][CH2:18][O:1][C:2]2[CH:3]=[CH:4][C:5]([CH2:8][C:9]([CH3:16])([CH3:15])[CH2:10][C:11]([O:13][CH3:14])=[O:12])=[CH:6][CH:7]=2)[CH:21]=[CH:22][CH:23]=1)=[O:33])([CH3:32])([CH3:31])[CH3:30]. (5) Given the reactants S(S([O-])=O)([O-])=O.[Na+].[Na+].C([O-])(=O)C.[Na+].S(O)(O)(=O)=O.OC1N=C(N)C=C(N)C=1N.II.[CH3:31][CH:32]([OH:47])[CH:33]([OH:46])[CH:34]1[NH:39][C:38]2[C:40]([N:42]=[C:43]([NH2:45])[NH:44][C:37]=2[NH:36][CH2:35]1)=[O:41], predict the reaction product. The product is: [CH3:31][C@H:32]([OH:47])[C@H:33]([OH:46])[C:34]1[N:39]=[C:38]2[C:40]([N:42]=[C:43]([NH2:45])[NH:44][C:37]2=[N:36][CH:35]=1)=[O:41]. (6) Given the reactants [ClH:1].[C:2]([C:5]1[CH:6]=[C:7]([C:11]2[N:12]=[CH:13][N:14]([C:16]([N:18]([CH3:25])[CH:19]3[CH2:24][CH2:23][NH:22][CH2:21][CH2:20]3)=[O:17])[CH:15]=2)[CH:8]=[CH:9][CH:10]=1)(=[O:4])[NH2:3].C(N(CC)C(C)C)(C)C.[CH3:35][O:36][C:37]1[CH:38]=[C:39]([CH:42]=[CH:43][CH:44]=1)[CH:40]=O.C(O[BH-](OC(=O)C)OC(=O)C)(=O)C.[Na+].C(O)(=O)C.Cl.C(OCC)C, predict the reaction product. The product is: [ClH:1].[C:2]([C:5]1[CH:6]=[C:7]([C:11]2[N:12]=[CH:13][N:14]([C:16]([N:18]([CH:19]3[CH2:24][CH2:23][N:22]([CH2:40][C:39]4[CH:42]=[CH:43][CH:44]=[C:37]([O:36][CH3:35])[CH:38]=4)[CH2:21][CH2:20]3)[CH3:25])=[O:17])[CH:15]=2)[CH:8]=[CH:9][CH:10]=1)(=[O:4])[NH2:3]. (7) Given the reactants [Cl:1][C:2]1[CH:3]=[C:4]([CH:19]=[CH:20][C:21]=1[Cl:22])[O:5][C:6]1[N:11]=[C:10]([CH:12]([CH3:14])[CH3:13])[C:9]([NH2:15])=[C:8]([CH:16]([CH3:18])[CH3:17])[CH:7]=1.[CH3:23][N:24]([CH:26]=O)[CH3:25], predict the reaction product. The product is: [Cl:1][C:2]1[CH:3]=[C:4]([CH:19]=[CH:20][C:21]=1[Cl:22])[O:5][C:6]1[N:11]=[C:10]([CH:12]([CH3:13])[CH3:14])[C:9]([N:15]=[CH:23][N:24]([CH3:26])[CH3:25])=[C:8]([CH:16]([CH3:17])[CH3:18])[CH:7]=1. (8) The product is: [CH3:1][C:2]1[CH:11]=[CH:10][C:9]2[CH2:8][CH2:7][CH2:6][CH2:5][C:4]=2[C:3]=1[S:13]([Cl:12])(=[O:15])=[O:14]. Given the reactants [CH3:1][C:2]1[CH:11]=[CH:10][C:9]2[CH2:8][CH2:7][CH2:6][CH2:5][C:4]=2[CH:3]=1.[Cl:12][S:13](O)(=[O:15])=[O:14], predict the reaction product. (9) Given the reactants [OH:1][CH2:2][C:3]1[CH:10]=[CH:9][C:6]([C:7]#[N:8])=[CH:5][CH:4]=1.[O:11]1[CH:16]=[CH:15][CH2:14][CH2:13][CH2:12]1, predict the reaction product. The product is: [O:11]1[CH2:16][CH2:15][CH2:14][CH2:13][CH:12]1[O:1][CH2:2][C:3]1[CH:10]=[CH:9][C:6]([C:7]#[N:8])=[CH:5][CH:4]=1. (10) Given the reactants [CH:1]1([CH:10]2[CH2:15][CH2:14][CH2:13][CH2:12][CH2:11]2)[CH2:6][CH2:5][CH:4]([C:7]([OH:9])=O)[CH2:3][CH2:2]1.[N:16]1([CH2:21][C:22]2[CH:27]=[CH:26][C:25]([CH2:28][CH2:29][NH2:30])=[CH:24][CH:23]=2)[CH2:20][CH2:19][CH2:18][CH2:17]1, predict the reaction product. The product is: [N:16]1([CH2:21][C:22]2[CH:27]=[CH:26][C:25]([CH2:28][CH2:29][NH:30][C:7]([CH:4]3[CH2:3][CH2:2][CH:1]([CH:10]4[CH2:15][CH2:14][CH2:13][CH2:12][CH2:11]4)[CH2:6][CH2:5]3)=[O:9])=[CH:24][CH:23]=2)[CH2:20][CH2:19][CH2:18][CH2:17]1.